From a dataset of Forward reaction prediction with 1.9M reactions from USPTO patents (1976-2016). Predict the product of the given reaction. (1) Given the reactants Cl.Cl.Cl.[CH3:4][C:5]1[C:6]2[O:28][CH:27]=[CH:26][C:7]=2[C:8]([N:11]2[CH2:16][CH2:15][N:14]([CH2:17][CH2:18][C@H:19]3[CH2:24][CH2:23][C@H:22]([NH2:25])[CH2:21][CH2:20]3)[CH2:13][CH2:12]2)=[N:9][CH:10]=1.[O:29]1[CH2:34][CH2:33][CH:32]([CH2:35][C:36](O)=[O:37])[CH2:31][CH2:30]1, predict the reaction product. The product is: [CH3:4][C:5]1[C:6]2[O:28][CH:27]=[CH:26][C:7]=2[C:8]([N:11]2[CH2:12][CH2:13][N:14]([CH2:17][CH2:18][C@H:19]3[CH2:20][CH2:21][C@H:22]([NH:25][C:36](=[O:37])[CH2:35][CH:32]4[CH2:33][CH2:34][O:29][CH2:30][CH2:31]4)[CH2:23][CH2:24]3)[CH2:15][CH2:16]2)=[N:9][CH:10]=1. (2) Given the reactants N(C(OCCOC)=O)=NC(OCCOC)=O.[CH3:17][C:18]1[CH:23]=[C:22]([N+:24]([O-:26])=[O:25])[C:21]([CH3:27])=[CH:20][C:19]=1[OH:28].[CH:29]1([CH:32](O)[CH3:33])[CH2:31][CH2:30]1.C1(P(C2C=CC=CC=2)C2C=CC=CC=2)C=CC=CC=1.C(=O)(O)[O-].[Na+], predict the reaction product. The product is: [CH:29]1([CH:32]([O:28][C:19]2[CH:20]=[C:21]([CH3:27])[C:22]([N+:24]([O-:26])=[O:25])=[CH:23][C:18]=2[CH3:17])[CH3:33])[CH2:31][CH2:30]1. (3) Given the reactants [CH2:1]([C:3]1[N:13]([CH2:14][C:15]2[CH:20]=[CH:19][C:18](/[CH:21]=[CH:22]/[CH2:23]O)=[CH:17][CH:16]=2)[C:6]2=[N:7][C:8]([CH3:12])=[CH:9][C:10]([CH3:11])=[C:5]2[N:4]=1)[CH3:2].[C:25]([N:29]1[CH2:34][CH2:33][NH:32][CH2:31][CH2:30]1)([CH3:28])([CH3:27])[CH3:26], predict the reaction product. The product is: [C:25]([N:29]1[CH2:34][CH2:33][N:32]([CH2:23]/[CH:22]=[CH:21]/[C:18]2[CH:19]=[CH:20][C:15]([CH2:14][N:13]3[C:6]4=[N:7][C:8]([CH3:12])=[CH:9][C:10]([CH3:11])=[C:5]4[N:4]=[C:3]3[CH2:1][CH3:2])=[CH:16][CH:17]=2)[CH2:31][CH2:30]1)([CH3:28])([CH3:27])[CH3:26]. (4) Given the reactants [C:1]1([S:7]([N:10]2[CH2:15][CH2:14][CH:13]([N:16]3[CH2:21][CH2:20][CH2:19][CH2:18][CH:17]3[CH2:22][CH2:23][OH:24])[CH2:12][CH2:11]2)(=[O:9])=[O:8])[CH:6]=[CH:5][CH:4]=[CH:3][CH:2]=1.[H-].[Na+].[CH2:27](Br)[C:28]#[CH:29].O, predict the reaction product. The product is: [C:1]1([S:7]([N:10]2[CH2:11][CH2:12][CH:13]([N:16]3[CH2:21][CH2:20][CH2:19][CH2:18][CH:17]3[CH2:22][CH2:23][O:24][CH2:29][C:28]#[CH:27])[CH2:14][CH2:15]2)(=[O:8])=[O:9])[CH:2]=[CH:3][CH:4]=[CH:5][CH:6]=1. (5) The product is: [Cl:15][C:16]1[CH:21]=[CH:20][C:19]([C:22]2[CH:23]=[C:24]([C:27]([NH:14][C:5]3[CH:6]=[CH:7][C:8]([N:9]4[CH:13]=[N:12][CH:11]=[N:10]4)=[C:3]([O:2][CH3:1])[CH:4]=3)=[O:28])[NH:25][CH:26]=2)=[CH:18][CH:17]=1. Given the reactants [CH3:1][O:2][C:3]1[CH:4]=[C:5]([NH2:14])[CH:6]=[CH:7][C:8]=1[N:9]1[CH:13]=[N:12][CH:11]=[N:10]1.[Cl:15][C:16]1[CH:21]=[CH:20][C:19]([C:22]2[CH:23]=[C:24]([C:27](O)=[O:28])[NH:25][CH:26]=2)=[CH:18][CH:17]=1, predict the reaction product. (6) Given the reactants [NH2:1][C:2]1[CH:3]=[CH:4][C:5]([F:19])=[C:6]([C@:8]2([CH3:18])[CH2:14][C:13]([CH3:16])([CH3:15])[O:12][CH2:11][C:10](=[S:17])[NH:9]2)[CH:7]=1.[F:20][C:21]1([F:27])[CH2:23][CH:22]1[C:24](O)=[O:25], predict the reaction product. The product is: [F:19][C:5]1[CH:4]=[CH:3][C:2]([NH:1][C:24]([CH:22]2[CH2:23][C:21]2([F:27])[F:20])=[O:25])=[CH:7][C:6]=1[C@:8]1([CH3:18])[CH2:14][C:13]([CH3:16])([CH3:15])[O:12][CH2:11][C:10](=[S:17])[NH:9]1.